Dataset: Forward reaction prediction with 1.9M reactions from USPTO patents (1976-2016). Task: Predict the product of the given reaction. (1) Given the reactants [Cl:1][C:2]1[CH:3]=[C:4]([CH:24]=[C:25]([C:27]([F:30])([F:29])[F:28])[CH:26]=1)/[CH:5]=[C:6]1/[C:7](=[O:23])[C:8]2[C:13]([CH2:14]/1)=[CH:12][C:11]([N:15]1[CH2:20][CH2:19][O:18][CH2:17][CH2:16]1)=[C:10]([O:21][CH3:22])[CH:9]=2, predict the reaction product. The product is: [Cl:1][C:2]1[CH:3]=[C:4]([CH:24]=[C:25]([C:27]([F:28])([F:29])[F:30])[CH:26]=1)[CH2:5][CH:6]1[CH2:14][C:13]2[C:8](=[CH:9][C:10]([O:21][CH3:22])=[C:11]([N:15]3[CH2:16][CH2:17][O:18][CH2:19][CH2:20]3)[CH:12]=2)[C:7]1=[O:23]. (2) Given the reactants C1(C2N=NC(NNC(=O)CC3C=C4C(=CC=3)N=CC=C4)=NC=2)C=CC=CC=1.[OH:28][C:29]1[CH:30]=[C:31]([C:35]2[N:40]=[N:39][C:38]([NH:41][NH:42][C:43](=O)[CH2:44][O:45][C:46]3[C:55]4[C:50](=[CH:51][CH:52]=[CH:53][CH:54]=4)[N:49]=[CH:48][CH:47]=3)=[N:37][CH:36]=2)[CH:32]=[CH:33][CH:34]=1, predict the reaction product. The product is: [N:49]1[C:50]2[C:55](=[CH:54][CH:53]=[CH:52][CH:51]=2)[C:46]([O:45][CH2:44][C:43]2[N:39]3[N:40]=[C:35]([C:31]4[CH:32]=[CH:33][CH:34]=[C:29]([OH:28])[CH:30]=4)[CH:36]=[N:37][C:38]3=[N:41][N:42]=2)=[CH:47][CH:48]=1.